Dataset: Catalyst prediction with 721,799 reactions and 888 catalyst types from USPTO. Task: Predict which catalyst facilitates the given reaction. Reactant: [CH3:1][C:2]([CH3:25])([CH3:24])[CH2:3][N:4]1[C:12]2[C:7](=[N:8][C:9]([C:13]3[CH:14]=[C:15]([CH2:19][C:20]#[N:21])[CH:16]=[CH:17][CH:18]=3)=[CH:10][CH:11]=2)[N:6]([CH3:22])[C:5]1=[O:23].[CH3:26]I. Product: [CH3:1][C:2]([CH3:25])([CH3:24])[CH2:3][N:4]1[C:12]2[C:7](=[N:8][C:9]([C:13]3[CH:14]=[C:15]([CH:19]([CH3:26])[C:20]#[N:21])[CH:16]=[CH:17][CH:18]=3)=[CH:10][CH:11]=2)[N:6]([CH3:22])[C:5]1=[O:23]. The catalyst class is: 36.